Dataset: Full USPTO retrosynthesis dataset with 1.9M reactions from patents (1976-2016). Task: Predict the reactants needed to synthesize the given product. (1) Given the product [OH:18][CH:16]=[C:15]([CH2:14][CH:13]([CH3:19])[CH3:12])[C:7](=[O:9])[CH3:8], predict the reactants needed to synthesize it. The reactants are: CC([O-])(C)C.[K+].[CH2:7]([O:9]C=O)[CH3:8].[CH3:12][CH:13]([CH3:19])[CH2:14][CH2:15][C:16](=[O:18])C. (2) Given the product [Cl:46][C:24]1[C:25]([NH:27][C:28]2[C:38]3[CH2:37][N:36]([S:39]([CH3:42])(=[O:41])=[O:40])[CH2:35][C:34](=[O:43])[NH:33][C:32]=3[CH:31]=[CH:30][C:29]=2[O:44][CH3:45])=[N:26][C:21]([NH:19][C:18]2[C:3]([O:2][CH3:1])=[CH:4][C:5]3[CH2:11][CH2:10][CH:9]([NH:12][CH2:13][CH2:14][O:15][CH3:16])[CH2:8][CH2:7][C:6]=3[CH:17]=2)=[N:22][CH:23]=1, predict the reactants needed to synthesize it. The reactants are: [CH3:1][O:2][C:3]1[C:18]([NH2:19])=[CH:17][C:6]2[CH2:7][CH2:8][CH:9]([NH:12][CH2:13][CH2:14][O:15][CH3:16])[CH2:10][CH2:11][C:5]=2[CH:4]=1.Cl[C:21]1[N:26]=[C:25]([NH:27][C:28]2[C:38]3[CH2:37][N:36]([S:39]([CH3:42])(=[O:41])=[O:40])[CH2:35][C:34](=[O:43])[NH:33][C:32]=3[CH:31]=[CH:30][C:29]=2[O:44][CH3:45])[C:24]([Cl:46])=[CH:23][N:22]=1.